From a dataset of Human liver microsome stability data. Regression/Classification. Given a drug SMILES string, predict its absorption, distribution, metabolism, or excretion properties. Task type varies by dataset: regression for continuous measurements (e.g., permeability, clearance, half-life) or binary classification for categorical outcomes (e.g., BBB penetration, CYP inhibition). Dataset: hlm. The drug is Cn1c(=N)n(CCOc2ccc(Cl)cc2)c2ccc(Cl)cc21. The result is 0 (unstable in human liver microsomes).